From a dataset of Forward reaction prediction with 1.9M reactions from USPTO patents (1976-2016). Predict the product of the given reaction. (1) Given the reactants O=P(Cl)(Cl)[Cl:3].C(N(CC)CC)C.[C:13]([O:17][C:18]([N:20]1[CH2:32][C:31]2[S:30][C:29]3[N:28]=[CH:27][NH:26][C:25](=O)[C:24]=3[C:23]=2[CH2:22][CH2:21]1)=[O:19])([CH3:16])([CH3:15])[CH3:14].C(=O)(O)[O-].[Na+], predict the reaction product. The product is: [C:13]([O:17][C:18]([N:20]1[CH2:32][C:31]2[S:30][C:29]3[N:28]=[CH:27][N:26]=[C:25]([Cl:3])[C:24]=3[C:23]=2[CH2:22][CH2:21]1)=[O:19])([CH3:16])([CH3:15])[CH3:14]. (2) Given the reactants [NH2:1][O:2][Si:3]([C:6]([CH3:9])([CH3:8])[CH3:7])([CH3:5])[CH3:4].N1C=CC=CC=1.[C:16](Cl)(=[O:27])[O:17][C:18]1[CH:23]=[CH:22][C:21]([N+:24]([O-:26])=[O:25])=[CH:20][CH:19]=1, predict the reaction product. The product is: [Si:3]([O:2][NH:1][C:16](=[O:27])[O:17][C:18]1[CH:19]=[CH:20][C:21]([N+:24]([O-:26])=[O:25])=[CH:22][CH:23]=1)([C:6]([CH3:9])([CH3:8])[CH3:7])([CH3:5])[CH3:4]. (3) The product is: [OH:37][C@@H:35]([CH3:36])[C:33]([NH:1][C@H:2]1[CH2:7][CH2:6][C@H:5]([NH:8][C:9]([C:11]2[C:15]3[N:16]=[CH:17][N:18]=[C:19]([C:20]4[CH:25]=[CH:24][C:23]([F:26])=[CH:22][C:21]=4[O:27][CH2:28][CH:29]4[CH2:30][CH2:31]4)[C:14]=3[NH:13][CH:12]=2)=[O:10])[CH2:4][CH2:3]1)=[O:34]. Given the reactants [NH2:1][C@H:2]1[CH2:7][CH2:6][C@H:5]([NH:8][C:9]([C:11]2[C:15]3[N:16]=[CH:17][N:18]=[C:19]([C:20]4[CH:25]=[CH:24][C:23]([F:26])=[CH:22][C:21]=4[O:27][CH2:28][CH:29]4[CH2:31][CH2:30]4)[C:14]=3[NH:13][CH:12]=2)=[O:10])[CH2:4][CH2:3]1.Cl[C:33]([C@@H:35]([O:37]C(=O)C)[CH3:36])=[O:34], predict the reaction product. (4) Given the reactants [Br:1][C:2]1[CH:3]=[C:4]([CH:12](Br)Br)[C:5]([C:8](OC)=[O:9])=[N:6][CH:7]=1.O.[NH2:16][NH2:17], predict the reaction product. The product is: [Br:1][C:2]1[CH:7]=[N:6][C:5]2[C:8](=[O:9])[NH:16][N:17]=[CH:12][C:4]=2[CH:3]=1. (5) The product is: [F:20][C:19]([F:21])([F:22])[C:16]1[CH:15]=[CH:14][C:13]([C:10]2[CH:11]=[CH:12][C:7]([CH:4]([CH2:5][CH3:6])[CH:3]=[O:2])=[CH:8][CH:9]=2)=[CH:18][CH:17]=1. Given the reactants C[O:2][CH:3]=[C:4]([C:7]1[CH:12]=[CH:11][C:10]([C:13]2[CH:18]=[CH:17][C:16]([C:19]([F:22])([F:21])[F:20])=[CH:15][CH:14]=2)=[CH:9][CH:8]=1)[CH2:5][CH3:6].Cl, predict the reaction product. (6) Given the reactants [123I-].[NH2:2][C:3]1[C:4]([CH:11]2[CH2:15]CC[CH2:12]2)=[N:5][NH:6][C:7]=1[C:8]([NH2:10])=[O:9].[C:16]([NH:19][CH:20]([CH3:24])[C:21](O)=O)(=O)[CH3:17].[C:25](NCC(O)=O)(=O)C.COC1C=CC(C=O)=CC=1, predict the reaction product. The product is: [CH:11]([C:4]1[C:3]2[N:2]=[C:21]3[CH:20]([CH3:24])[N:19]([CH3:25])[CH2:16][CH2:17][N:10]3[C:8](=[O:9])[C:7]=2[NH:6][N:5]=1)([CH3:12])[CH3:15].